This data is from TCR-epitope binding with 47,182 pairs between 192 epitopes and 23,139 TCRs. The task is: Binary Classification. Given a T-cell receptor sequence (or CDR3 region) and an epitope sequence, predict whether binding occurs between them. (1) The TCR CDR3 sequence is CASSPYAGSEQFF. The epitope is KLPDDFTGCV. Result: 0 (the TCR does not bind to the epitope). (2) The epitope is SEVGPEHSLAEY. The TCR CDR3 sequence is CASSLDIHNTEAFF. Result: 1 (the TCR binds to the epitope). (3) The epitope is FADDLNQLTGY. The TCR CDR3 sequence is CASSLPPPGELFF. Result: 1 (the TCR binds to the epitope). (4) The epitope is ALSKGVHFV. The TCR CDR3 sequence is CSVVVWGSNTGELFF. Result: 0 (the TCR does not bind to the epitope). (5) The epitope is FLNGSCGSV. The TCR CDR3 sequence is CASSLQAYEQYF. Result: 1 (the TCR binds to the epitope). (6) The epitope is KRWIILGLNK. The TCR CDR3 sequence is CASSLDRAEQYF. Result: 1 (the TCR binds to the epitope). (7) The epitope is QARQMVQAMRTIGTHP. The TCR CDR3 sequence is CSARDSYEQYF. Result: 1 (the TCR binds to the epitope).